From a dataset of Forward reaction prediction with 1.9M reactions from USPTO patents (1976-2016). Predict the product of the given reaction. (1) Given the reactants [Br-].[CH2:2]([P+](C1C=CC=CC=1)(C1C=CC=CC=1)C1C=CC=CC=1)[CH2:3][C:4]1[CH:9]=[CH:8][CH:7]=[CH:6][CH:5]=1.[Li]CCCC.[CH:34](=O)[CH2:35][CH2:36]/[CH:37]=[CH:38]/[CH2:39][CH2:40][CH2:41][CH2:42][CH3:43], predict the reaction product. The product is: [CH2:3]([C:4]1[CH:5]=[CH:6][CH:7]=[CH:8][CH:9]=1)[CH:2]=[CH:34][CH2:35][CH2:36]/[CH:37]=[CH:38]/[CH2:39][CH2:40][CH2:41][CH2:42][CH3:43]. (2) Given the reactants [C:1]([C:4]1[N:5]=[C:6](/[CH:9]=[CH:10]\[S:11][C:12]([C:25]2[CH:30]=[CH:29][CH:28]=[CH:27][CH:26]=2)([C:19]2[CH:24]=[CH:23][CH:22]=[CH:21][CH:20]=2)[C:13]2[CH:18]=[CH:17][CH:16]=[CH:15][CH:14]=2)[S:7][CH:8]=1)([OH:3])=O.Cl.[C:32]([CH:34]1[CH2:37][NH:36][CH2:35]1)#[N:33], predict the reaction product. The product is: [C:32]([CH:34]1[CH2:37][N:36]([C:1]([C:4]2[N:5]=[C:6](/[CH:9]=[CH:10]\[S:11][C:12]([C:19]3[CH:24]=[CH:23][CH:22]=[CH:21][CH:20]=3)([C:25]3[CH:26]=[CH:27][CH:28]=[CH:29][CH:30]=3)[C:13]3[CH:14]=[CH:15][CH:16]=[CH:17][CH:18]=3)[S:7][CH:8]=2)=[O:3])[CH2:35]1)#[N:33]. (3) Given the reactants [Br:1][C:2]1[CH:10]=[CH:9][C:5]([C:6]([OH:8])=[O:7])=[CH:4][CH:3]=1.O=S(Cl)Cl.[CH3:15]O, predict the reaction product. The product is: [CH3:15][O:7][C:6](=[O:8])[C:5]1[CH:9]=[CH:10][C:2]([Br:1])=[CH:3][CH:4]=1. (4) The product is: [Br:1][C:2]1[CH:3]=[C:4]([CH2:9][CH2:10][C:11]([O:13][CH3:14])=[O:12])[CH:5]=[CH:6][C:7]=1[O:8][CH:15]1[CH2:20][CH2:19][CH2:18][CH2:17][CH2:16]1. Given the reactants [Br:1][C:2]1[CH:3]=[C:4]([CH2:9][CH2:10][C:11]([O:13][CH3:14])=[O:12])[CH:5]=[CH:6][C:7]=1[OH:8].[C:15]1(P([C:15]2[CH:20]=[CH:19][CH:18]=[CH:17][CH:16]=2)[C:15]2[CH:20]=[CH:19][CH:18]=[CH:17][CH:16]=2)[CH:20]=[CH:19][CH:18]=[CH:17][CH:16]=1.C1(O)CCCCC1.O, predict the reaction product. (5) Given the reactants [CH2:1]([O:4][C:5]1([CH3:46])[CH2:10][CH2:9][N:8]([C:11]2[N:16]3[N:17]=[C:18]([CH2:20][O:21][CH2:22][C:23]4[CH:28]=[CH:27][C:26]([F:29])=[CH:25][C:24]=4[CH2:30][CH2:31]C=C)[CH:19]=[C:15]3[N:14]=[C:13]([CH3:34])[C:12]=2[C@H:35]([O:41][C:42]([CH3:45])([CH3:44])[CH3:43])[C:36]([O:38][CH2:39][CH3:40])=[O:37])[CH2:7][CH2:6]1)[CH:2]=[CH2:3].[BH4-].[Na+], predict the reaction product. The product is: [C:42]([O:41][C@@H:35]([C:12]1[C:13]([CH3:34])=[N:14][C:15]2=[CH:19][C:18]3=[N:17][N:16]2[C:11]=1[N:8]1[CH2:9][CH2:10][C:5]([CH3:46])([O:4][CH2:1][CH2:2][CH2:3][CH2:31][CH2:30][C:24]2[CH:25]=[C:26]([F:29])[CH:27]=[CH:28][C:23]=2[CH2:22][O:21][CH2:20]3)[CH2:6][CH2:7]1)[C:36]([O:38][CH2:39][CH3:40])=[O:37])([CH3:44])([CH3:45])[CH3:43]. (6) Given the reactants Cl.[F:2][C:3]1[CH:8]=[CH:7][C:6]([CH:9]([OH:23])[CH:10]([NH2:22])[CH2:11][C:12]2[CH:17]=[CH:16][C:15]([C:18]([F:21])([F:20])[F:19])=[CH:14][CH:13]=2)=[CH:5][CH:4]=1.[C:24](=[O:27])([O-])O.[Na+], predict the reaction product. The product is: [F:2][C:3]1[CH:4]=[CH:5][C:6]([CH:9]([OH:23])[CH:10]([NH:22][C:24](=[O:27])[C:12]2[CH:17]=[CH:16][C:15]([C:18]([F:21])([F:20])[F:19])=[CH:14][CH:13]=2)[CH2:11][C:12]2[CH:17]=[CH:16][C:15]([C:18]([F:21])([F:20])[F:19])=[CH:14][CH:13]=2)=[CH:7][CH:8]=1. (7) Given the reactants [F:1][CH:2]([F:15])[C:3]1[C:4]([F:14])=[C:5]([CH:9]=[C:10]([F:13])[C:11]=1[F:12])[C:6]([OH:8])=O.C(Cl)(=O)C(Cl)=O.[CH:22]1([NH:25][C:26]([NH2:28])=[O:27])[CH2:24][CH2:23]1, predict the reaction product. The product is: [CH:22]1([NH:25][C:26]([NH:28][C:6](=[O:8])[C:5]2[CH:9]=[C:10]([F:13])[C:11]([F:12])=[C:3]([CH:2]([F:1])[F:15])[C:4]=2[F:14])=[O:27])[CH2:24][CH2:23]1. (8) The product is: [OH:6][CH2:7][C:8]1[CH:9]=[C:10]([C:14]2[N:22]3[C:17]([CH:18]=[N:19][C:20]([NH:23][C:24]4[CH:29]=[CH:28][C:27]([CH:30]5[CH2:31][CH2:32][N:33]([CH2:36][C:37]([NH2:39])=[O:38])[CH2:34][CH2:35]5)=[CH:26][CH:25]=4)=[N:21]3)=[CH:16][CH:15]=2)[CH:11]=[CH:12][CH:13]=1. Given the reactants C([SiH2][O:6][C:7](C)(C)[C:8]1[CH:9]=[C:10]([C:14]2[N:22]3[C:17]([CH:18]=[N:19][C:20]([NH:23][C:24]4[CH:29]=[CH:28][C:27]([CH:30]5[CH2:35][CH2:34][N:33]([CH2:36][C:37]([NH2:39])=[O:38])[CH2:32][CH2:31]5)=[CH:26][CH:25]=4)=[N:21]3)=[CH:16][CH:15]=2)[CH:11]=[CH:12][CH:13]=1)(C)(C)C.O1CCCC1.[F-].C([N+](CCCC)(CCCC)CCCC)CCC, predict the reaction product. (9) Given the reactants [Si]([O:8][C@@H:9]1[C@@:26]2([CH3:27])[C:13](=[CH:14][CH:15]=[C:16]3[C@@H:25]2[CH2:24][CH2:23][C@@:21]2([CH3:22])[C@H:17]3[CH2:18][CH:19]=[C:20]2[CH2:28][S:29][CH2:30][CH2:31][CH2:32][CH2:33][C:34]([O:37][Si](CC)(CC)CC)([CH3:36])[CH3:35])[CH2:12][C@@H:11]([O:45][Si](C(C)(C)C)(C)C)[CH2:10]1)(C(C)(C)C)(C)C.O1CCCC1.[F-].C([N+](CCCC)(CCCC)CCCC)CCC, predict the reaction product. The product is: [OH:8][C@@H:9]1[C@@:26]2([CH3:27])[C:13](=[CH:14][CH:15]=[C:16]3[C@@H:25]2[CH2:24][CH2:23][C@@:21]2([CH3:22])[C@H:17]3[CH2:18][CH:19]=[C:20]2[CH2:28][S:29][CH2:30][CH2:31][CH2:32][CH2:33][C:34]([OH:37])([CH3:36])[CH3:35])[CH2:12][C@@H:11]([OH:45])[CH2:10]1.